Dataset: Reaction yield outcomes from USPTO patents with 853,638 reactions. Task: Predict the reaction yield, written as a fraction of the theoretical maximum amount of product (1.0 means a 100% yield; for example, 0.34 means a 34% yield). (1) The reactants are [CH3:1][O:2][C:3](=[O:31])[C@@H:4]([NH:23]C(OC(C)(C)C)=O)[CH2:5][C:6]1[CH:11]=[CH:10][C:9]([NH:12][C:13](=[O:22])[C:14]2[C:19]([Cl:20])=[CH:18][CH:17]=[CH:16][C:15]=2[Cl:21])=[CH:8][CH:7]=1.Cl. The catalyst is O1CCOCC1.C1COCC1.CO. The product is [ClH:20].[CH3:1][O:2][C:3](=[O:31])[C@@H:4]([NH2:23])[CH2:5][C:6]1[CH:11]=[CH:10][C:9]([NH:12][C:13](=[O:22])[C:14]2[C:15]([Cl:21])=[CH:16][CH:17]=[CH:18][C:19]=2[Cl:20])=[CH:8][CH:7]=1. The yield is 1.00. (2) The reactants are CC(C)([O-])C.[K+].[C:7]([CH2:9][C:10]([O:12][CH2:13][CH3:14])=[O:11])#[N:8].Cl[C:16]1[CH:21]=[C:20]([O:22][CH3:23])[C:19]([O:24][CH3:25])=[CH:18][C:17]=1[N+:26]([O-:28])=[O:27].O. The catalyst is C1COCC1. The product is [C:7]([CH:9]([C:16]1[CH:21]=[C:20]([O:22][CH3:23])[C:19]([O:24][CH3:25])=[CH:18][C:17]=1[N+:26]([O-:28])=[O:27])[C:10]([O:12][CH2:13][CH3:14])=[O:11])#[N:8]. The yield is 0.313. (3) The reactants are [ClH:1].Cl.[CH3:3][C:4]1[N:5]=[C:6]([NH:9][C:10]2[N:15]=[CH:14][C:13]([S:16][CH2:17][C:18]3[C:23]([OH:24])=[CH:22][CH:21]=[CH:20][N:19]=3)=[CH:12][C:11]=2[O:25][C:26]2[CH:31]=[CH:30][CH:29]=[CH:28][CH:27]=2)[S:7][CH:8]=1.[H-].[Na+].[CH3:34]I. The catalyst is CN(C=O)C. The product is [ClH:1].[CH3:34][O:24][C:23]1[C:18]([CH2:17][S:16][C:13]2[CH:12]=[C:11]([O:25][C:26]3[CH:31]=[CH:30][CH:29]=[CH:28][CH:27]=3)[C:10]([NH:9][C:6]3[S:7][CH:8]=[C:4]([CH3:3])[N:5]=3)=[N:15][CH:14]=2)=[N:19][CH:20]=[CH:21][CH:22]=1. The yield is 0.0422.